From a dataset of Forward reaction prediction with 1.9M reactions from USPTO patents (1976-2016). Predict the product of the given reaction. Given the reactants [N+:1]([C:4]1[CH:23]=[CH:22][C:7]2[CH2:8][O:9][C:10]3([O:20][CH2:21][C:6]=2[CH:5]=1)[C:18]1[C:13](=[N:14][CH:15]=[CH:16][CH:17]=1)[NH:12][C:11]3=[O:19])([O-])=O, predict the reaction product. The product is: [NH2:1][C:4]1[CH:23]=[CH:22][C:7]2[CH2:8][O:9][C:10]3([O:20][CH2:21][C:6]=2[CH:5]=1)[C:18]1[C:13](=[N:14][CH:15]=[CH:16][CH:17]=1)[NH:12][C:11]3=[O:19].